Dataset: Catalyst prediction with 721,799 reactions and 888 catalyst types from USPTO. Task: Predict which catalyst facilitates the given reaction. (1) Reactant: [Cl:1][C:2]1[CH:3]=[C:4]2[C:9](=[CH:10][C:11]=1[O:12][CH2:13][CH2:14][O:15][CH3:16])[N:8]=[CH:7][C:6]([C:17]([O:19][CH2:20][CH3:21])=[O:18])=[C:5]2O.S(Cl)([Cl:25])=O.C([O-])(O)=O.[Na+]. Product: [Cl:25][C:5]1[C:4]2[C:9](=[CH:10][C:11]([O:12][CH2:13][CH2:14][O:15][CH3:16])=[C:2]([Cl:1])[CH:3]=2)[N:8]=[CH:7][C:6]=1[C:17]([O:19][CH2:20][CH3:21])=[O:18]. The catalyst class is: 726. (2) Reactant: C([O-])([O-])=O.[K+].[K+].[S:7]1[C:11]2[CH:12]=[CH:13][CH:14]=[CH:15][C:10]=2[C:9]([CH2:16][C@@H:17]([C:19]([OH:21])=[O:20])[NH2:18])=[CH:8]1.[CH3:22][C:23]([O:26][C:27](O[C:27]([O:26][C:23]([CH3:25])([CH3:24])[CH3:22])=[O:28])=[O:28])([CH3:25])[CH3:24]. Product: [S:7]1[C:11]2[CH:12]=[CH:13][CH:14]=[CH:15][C:10]=2[C:9]([CH2:16][C@@H:17]([C:19]([OH:21])=[O:20])[NH:18][C:27]([O:26][C:23]([CH3:25])([CH3:24])[CH3:22])=[O:28])=[CH:8]1. The catalyst class is: 20. (3) Reactant: [Cl:1][C:2]1[N:13]=[CH:12][CH:11]=[CH:10][C:3]=1[C:4](N(OC)C)=[O:5].[CH3:14][Mg]Cl. Product: [Cl:1][C:2]1[C:3]([C:4](=[O:5])[CH3:14])=[CH:10][CH:11]=[CH:12][N:13]=1. The catalyst class is: 7. (4) Reactant: [Br:1][C:2]1[C:11]([C:12]2[CH:17]=[CH:16][C:15]([F:18])=[CH:14][CH:13]=2)=[C:10]([Br:19])[C:9]([OH:20])=[C:8]2[C:3]=1[C:4](=[O:29])[N:5](COCC[Si](C)(C)C)[CH:6]=[N:7]2.FC(F)(F)C(O)=O. Product: [Br:1][C:2]1[C:11]([C:12]2[CH:17]=[CH:16][C:15]([F:18])=[CH:14][CH:13]=2)=[C:10]([Br:19])[C:9]([OH:20])=[C:8]2[C:3]=1[C:4](=[O:29])[NH:5][CH:6]=[N:7]2. The catalyst class is: 4. (5) Reactant: [Cl-].[Na+].[Na+].[Na+].[Cl-].[Cl-].[CH3:7][C:8]1[CH:9]=[CH:10][C:11]([C:14]2[CH:15]=[C:16]([CH:20]=[C:21]([CH:23]=[CH2:24])[CH:22]=2)[C:17]([OH:19])=O)=[N:12][CH:13]=1.Cl.[F:26][C:27]1[CH:28]=[CH:29][C:30]([C@H:33]([NH2:35])[CH3:34])=[N:31][CH:32]=1.C(Cl)CCl.C1C=NC2N(O)N=NC=2C=1.C(N(CC)CC)C.C(=O)(O)[O-].[Na+]. Product: [F:26][C:27]1[CH:28]=[CH:29][C:30]([C@H:33]([NH:35][C:17](=[O:19])[C:16]2[CH:20]=[C:21]([CH:23]=[CH2:24])[CH:22]=[C:14]([C:11]3[CH:10]=[CH:9][C:8]([CH3:7])=[CH:13][N:12]=3)[CH:15]=2)[CH3:34])=[N:31][CH:32]=1. The catalyst class is: 9. (6) Reactant: [N:1]1[CH:6]=[CH:5][CH:4]=[C:3]([NH:7][C:8]([N:10]2[CH2:15][CH2:14][N:13]([CH2:16][C:17]3[CH:18]=[C:19]([CH:31]=[CH:32][CH:33]=3)[O:20][CH2:21][C:22]3[CH:23]=[C:24]([CH:28]=[CH:29][CH:30]=3)[C:25]([O-])=[O:26])[CH2:12][CH2:11]2)=[O:9])[CH:2]=1.[Na+].[Cl-].[NH4+].CC[N:39]=C=NCCCN(C)C.C1C=CC2N(O)N=NC=2C=1.C(=O)([O-])O.[Na+]. Product: [NH2:39][C:25]([C:24]1[CH:23]=[C:22]([CH:30]=[CH:29][CH:28]=1)[CH2:21][O:20][C:19]1[CH:18]=[C:17]([CH:33]=[CH:32][CH:31]=1)[CH2:16][N:13]1[CH2:12][CH2:11][N:10]([C:8]([NH:7][C:3]2[CH:2]=[N:1][CH:6]=[CH:5][CH:4]=2)=[O:9])[CH2:15][CH2:14]1)=[O:26]. The catalyst class is: 3. (7) Reactant: [CH2:1]([N:8]1[C:13]([CH3:14])=[CH:12][C:11]([O:15][CH2:16][C:17]2[CH:24]=[CH:23][CH:22]=[CH:21][C:18]=2[C:19]#[N:20])=[CH:10][C:9]1=[O:25])[C:2]1[CH:7]=[CH:6][CH:5]=[CH:4][CH:3]=1.[Br:26]N1C(=O)CCC1=O. Product: [CH2:1]([N:8]1[C:13]([CH3:14])=[CH:12][C:11]([O:15][CH2:16][C:17]2[CH:24]=[CH:23][CH:22]=[CH:21][C:18]=2[C:19]#[N:20])=[C:10]([Br:26])[C:9]1=[O:25])[C:2]1[CH:7]=[CH:6][CH:5]=[CH:4][CH:3]=1. The catalyst class is: 10. (8) Reactant: [CH2:1]([N:8]1[C:16]2[C:11](=[CH:12][C:13]([O:17][CH3:18])=[CH:14][CH:15]=2)[C:10]([C:19]([NH:21][NH2:22])=[O:20])=[C:9]1[CH:23]([CH3:25])[CH3:24])[C:2]1[CH:7]=[CH:6][CH:5]=[CH:4][CH:3]=1.Cl.[C:27](=N)(OCC)[C:28]1[CH:33]=[CH:32][CH:31]=[CH:30][CH:29]=1. Product: [CH2:1]([N:8]1[C:16]2[C:11](=[CH:12][C:13]([O:17][CH3:18])=[CH:14][CH:15]=2)[C:10]([C:19]2[O:20][C:27]([C:28]3[CH:33]=[CH:32][CH:31]=[CH:30][CH:29]=3)=[N:22][N:21]=2)=[C:9]1[CH:23]([CH3:25])[CH3:24])[C:2]1[CH:3]=[CH:4][CH:5]=[CH:6][CH:7]=1. The catalyst class is: 14. (9) Reactant: Cl[C:2]1[C:3]2[CH2:10][S:9][CH2:8][C:4]=2[N:5]=[CH:6][N:7]=1.[C:11]([N:18]1[CH2:23][CH2:22][NH:21][CH2:20][CH2:19]1)([O:13][C:14]([CH3:17])([CH3:16])[CH3:15])=[O:12]. Product: [N:5]1[C:4]2[CH2:8][S:9][CH2:10][C:3]=2[C:2]([N:21]2[CH2:20][CH2:19][N:18]([C:11]([O:13][C:14]([CH3:17])([CH3:16])[CH3:15])=[O:12])[CH2:23][CH2:22]2)=[N:7][CH:6]=1. The catalyst class is: 32.